Dataset: Catalyst prediction with 721,799 reactions and 888 catalyst types from USPTO. Task: Predict which catalyst facilitates the given reaction. (1) The catalyst class is: 18. Product: [NH2:83][C:49](=[O:50])[CH2:48][C:39]1[C:40]([C:44]([F:45])([F:46])[F:47])=[CH:41][CH:42]=[CH:43][C:38]=1[CH2:37][CH2:36][C:34]1[C:33]([C:52]([F:55])([F:53])[F:54])=[CH:32][N:31]=[C:30]([NH:29][C:26]2[CH:27]=[CH:28][C:23]([CH:20]3[CH2:19][CH2:18][N:17]([C:15]([O:14][C:10]([CH3:13])([CH3:12])[CH3:11])=[O:16])[CH2:22][CH2:21]3)=[CH:24][CH:25]=2)[N:84]=1. Reactant: CCN(C(C)C)C(C)C.[C:10]([O:14][C:15]([N:17]1[CH2:22][CH2:21][CH:20]([C:23]2[CH:28]=[CH:27][C:26]([NH:29][C:30]3N=[C:34]([CH2:36][CH2:37][C:38]4[CH:43]=[CH:42][CH:41]=[C:40]([C:44]([F:47])([F:46])[F:45])[C:39]=4[CH2:48][C:49](O)=[O:50])[C:33]([C:52]([F:55])([F:54])[F:53])=[CH:32][N:31]=3)=[CH:25][CH:24]=2)[CH2:19][CH2:18]1)=[O:16])([CH3:13])([CH3:12])[CH3:11].C1C=CC2N(O)N=NC=2C=1.CCN=C=NCCCN(C)C.Cl.Cl.C(=O)([O-])[O-].[NH4+:83].[NH4+:84]. (2) Reactant: [N+:1]([C:4]1[CH:9]=[CH:8][CH:7]=[C:6]([OH:10])[C:5]=1[OH:11])([O-:3])=[O:2].Br[CH:13](Br)[CH3:14].C([O-])([O-])=O.[K+].[K+]. Product: [N+:1]([C:4]1[C:5]2[O:11][CH2:14][CH2:13][O:10][C:6]=2[CH:7]=[CH:8][CH:9]=1)([O-:3])=[O:2]. The catalyst class is: 596.